Dataset: Retrosynthesis with 50K atom-mapped reactions and 10 reaction types from USPTO. Task: Predict the reactants needed to synthesize the given product. (1) Given the product Nc1c(Cl)cc(-c2c(F)cccc2F)cc1[N+](=O)[O-], predict the reactants needed to synthesize it. The reactants are: CC1(C)COB(c2cc(Cl)c(N)c([N+](=O)[O-])c2)OC1.Fc1cccc(F)c1Br. (2) Given the product CCN(CC)C(=O)c1ccc(C(=C2CCN(Cc3cscn3)CC2)c2ccccc2NC(=O)OC)cc1, predict the reactants needed to synthesize it. The reactants are: CCN(CC)C(=O)c1ccc(C(=C2CCN(Cc3cscn3)CC2)c2ccccc2N)cc1.COC(=O)Cl.